From a dataset of Forward reaction prediction with 1.9M reactions from USPTO patents (1976-2016). Predict the product of the given reaction. Given the reactants [Br:1][C:2]1[CH:3]=[N:4][NH:5][CH:6]=1.[H-].[Na+].[CH3:9][Si:10]([CH2:13][CH2:14][O:15][CH2:16]Cl)([CH3:12])[CH3:11].C1C[O:21][CH2:20]C1, predict the reaction product. The product is: [CH3:9][Si:10]([CH3:12])([CH3:11])[CH2:13][CH2:14][O:15][CH2:16][N:4]1[CH:3]=[C:2]([CH:20]=[O:21])[CH:6]=[N:5]1.[Br:1][C:2]1[CH:3]=[N:4][N:5]([CH2:16][O:15][CH2:14][CH2:13][Si:10]([CH3:12])([CH3:11])[CH3:9])[CH:6]=1.